This data is from Forward reaction prediction with 1.9M reactions from USPTO patents (1976-2016). The task is: Predict the product of the given reaction. (1) Given the reactants [CH3:1][N:2]1[CH:6]=[C:5]([C:7]2[CH:8]=[C:9]3[C:15]([C:16]4[N:21]=[C:20]([N:22]5[CH2:26][CH2:25][C@@H:24]([NH:27]C(=O)OC(C)(C)C)[CH2:23]5)[CH:19]=[CH:18][CH:17]=4)=[N:14][N:13](C4CCCCO4)[C:10]3=[CH:11][N:12]=2)[CH:4]=[N:3]1.Cl, predict the reaction product. The product is: [CH3:1][N:2]1[CH:6]=[C:5]([C:7]2[CH:8]=[C:9]3[C:15]([C:16]4[N:21]=[C:20]([N:22]5[CH2:26][CH2:25][C@@H:24]([NH2:27])[CH2:23]5)[CH:19]=[CH:18][CH:17]=4)=[N:14][NH:13][C:10]3=[CH:11][N:12]=2)[CH:4]=[N:3]1. (2) Given the reactants [NH:1]1[C:5]2=[N+:6]([O-])[CH:7]=[CH:8][CH:9]=[C:4]2[CH:3]=[CH:2]1.N.P(Cl)(Cl)([Cl:14])=O, predict the reaction product. The product is: [Cl:14][C:9]1[CH:8]=[CH:7][N:6]=[C:5]2[NH:1][CH:2]=[CH:3][C:4]=12.